Task: Predict the product of the given reaction.. Dataset: Forward reaction prediction with 1.9M reactions from USPTO patents (1976-2016) (1) Given the reactants CC1(C)C2C(=C(P(C3C=CC=CC=3)C3C=CC=CC=3)C=CC=2)OC2C(P(C3C=CC=CC=3)C3C=CC=CC=3)=CC=CC1=2.FC(F)(F)S(O[C:49]1[N:54]=[C:53]2[C:55]3[N:62]([CH3:63])[N:61]=[C:60]([C:64](=[O:69])[N:65]([O:67][CH3:68])[CH3:66])[C:56]=3[CH2:57][CH2:58][CH2:59][C:52]2=[CH:51][N:50]=1)(=O)=O.C([O-])([O-])=O.[K+].[K+].[N:78]1([C:84]2[CH:89]=[CH:88][C:87]([NH2:90])=[CH:86][CH:85]=2)[CH2:83][CH2:82][O:81][CH2:80][CH2:79]1, predict the reaction product. The product is: [CH3:68][O:67][N:65]([CH3:66])[C:64]([C:60]1[C:56]2[CH2:57][CH2:58][CH2:59][C:52]3[C:53](=[N:54][C:49]([NH:90][C:87]4[CH:86]=[CH:85][C:84]([N:78]5[CH2:83][CH2:82][O:81][CH2:80][CH2:79]5)=[CH:89][CH:88]=4)=[N:50][CH:51]=3)[C:55]=2[N:62]([CH3:63])[N:61]=1)=[O:69]. (2) Given the reactants Cl[C:2]1[N:7]=[C:6]([C:8]([N:10]2[CH2:15][CH2:14][CH:13]([N:16]3[CH2:20][CH2:19][CH2:18][CH2:17]3)[CH2:12][CH2:11]2)=[O:9])[C:5]([CH3:21])=[CH:4][C:3]=1[C:22]1[CH:27]=[CH:26][CH:25]=[C:24]([C:28]([F:31])([F:30])[F:29])[CH:23]=1.[CH3:32][O:33][C:34]1[CH:41]=[CH:40][C:37]([CH2:38][NH2:39])=[CH:36][CH:35]=1.C(=O)([O-])[O-].[Cs+].[Cs+], predict the reaction product. The product is: [CH3:32][O:33][C:34]1[CH:41]=[CH:40][C:37]([CH2:38][NH:39][C:2]2[N:7]=[C:6]([C:8]([N:10]3[CH2:15][CH2:14][CH:13]([N:16]4[CH2:20][CH2:19][CH2:18][CH2:17]4)[CH2:12][CH2:11]3)=[O:9])[C:5]([CH3:21])=[CH:4][C:3]=2[C:22]2[CH:27]=[CH:26][CH:25]=[C:24]([C:28]([F:31])([F:30])[F:29])[CH:23]=2)=[CH:36][CH:35]=1. (3) Given the reactants [NH2:1][C:2]1[C:20]([Br:21])=[CH:19][C:5]([CH2:6][C@H:7]([C:16]([OH:18])=O)[NH:8][C:9]([O:11][C:12]([CH3:15])([CH3:14])[CH3:13])=[O:10])=[CH:4][C:3]=1[Br:22].[N:23]1[CH:28]=[CH:27][C:26]([N:29]2[CH2:34][CH2:33][NH:32][CH2:31][CH2:30]2)=[N:25][CH:24]=1.CN(C(ON1N=NC2C=CC=CC1=2)=[N+](C)C)C.[B-](F)(F)(F)F.BrBr, predict the reaction product. The product is: [NH2:1][C:2]1[C:3]([Br:22])=[CH:4][C:5]([CH2:6][C@H:7]([C:16]([N:32]2[CH2:33][CH2:34][N:29]([C:26]3[CH:27]=[CH:28][N:23]=[CH:24][N:25]=3)[CH2:30][CH2:31]2)=[O:18])[NH:8][C:9]([O:11][C:12]([CH3:13])([CH3:14])[CH3:15])=[O:10])=[CH:19][C:20]=1[Br:21]. (4) The product is: [Si:1]([O:8][C@H:9]([CH2:24][O:25][Si:26]([C:29]([CH3:31])([CH3:30])[CH3:32])([CH3:27])[CH3:28])[C@@H:10]([NH:16][C:17](=[O:23])[O:18][C:19]([CH3:22])([CH3:20])[CH3:21])[CH2:11][OH:38])([C:4]([CH3:7])([CH3:5])[CH3:6])([CH3:2])[CH3:3]. Given the reactants [Si:1]([O:8][C@H:9]([CH2:24][O:25][Si:26]([C:29]([CH3:32])([CH3:31])[CH3:30])([CH3:28])[CH3:27])[C@@H:10]([NH:16][C:17](=[O:23])[O:18][C:19]([CH3:22])([CH3:21])[CH3:20])[C:11]1SC=CN=1)([C:4]([CH3:7])([CH3:6])[CH3:5])([CH3:3])[CH3:2].FC(S(OC)(=O)=[O:38])(F)F.[BH4-].[Na+].O, predict the reaction product. (5) Given the reactants Cl[C:2]1[N:11]=[C:10]([N:12]([CH3:14])[CH3:13])[C:9]2[C:4](=[CH:5][CH:6]=[CH:7][CH:8]=2)[N:3]=1.[CH2:15]([O:22][C:23](=[O:42])[NH:24][C@H:25]1[CH2:30][CH2:29][CH2:28][C@H:27]([NH:31][C:32](=[O:41])[O:33][CH2:34][C:35]2[CH:40]=[CH:39][CH:38]=[CH:37][CH:36]=2)[CH2:26]1)[C:16]1[CH:21]=[CH:20][CH:19]=[CH:18][CH:17]=1.C([O-])([O-])=O.[Cs+].[Cs+].C1C=CC(P(C2C(C3C(P(C4C=CC=CC=4)C4C=CC=CC=4)=CC=C4C=3C=CC=C4)=C3C(C=CC=C3)=CC=2)C2C=CC=CC=2)=CC=1, predict the reaction product. The product is: [CH2:15]([O:22][C:23](=[O:42])[NH:24][C@H:25]1[CH2:30][CH2:29][CH2:28][C@H:27]([N:31]([C:32]([O:33][CH2:34][C:35]2[CH:36]=[CH:37][CH:38]=[CH:39][CH:40]=2)=[O:41])[C:2]2[N:11]=[C:10]([N:12]([CH3:14])[CH3:13])[C:9]3[C:4](=[CH:5][CH:6]=[CH:7][CH:8]=3)[N:3]=2)[CH2:26]1)[C:16]1[CH:21]=[CH:20][CH:19]=[CH:18][CH:17]=1. (6) Given the reactants [CH3:1][C:2]1([CH3:44])[O:6][C@@H:5]([CH2:7][CH2:8][NH:9][C:10]([CH:12]2[CH:16]([C:17]3[CH:22]=[CH:21][CH:20]=[C:19]([Cl:23])[C:18]=3[F:24])[C:15]([C:27]3[CH:32]=[CH:31][C:30]([Cl:33])=[CH:29][C:28]=3[F:34])([C:25]#[N:26])[CH:14]([CH2:35][C:36]([CH3:43])([CH3:42])[CH2:37][CH2:38][N:39]=[N+]=[N-])[NH:13]2)=[O:11])[CH2:4][O:3]1, predict the reaction product. The product is: [CH3:1][C:2]1([CH3:44])[O:6][C@@H:5]([CH2:7][CH2:8][NH:9][C:10]([CH:12]2[CH:16]([C:17]3[CH:22]=[CH:21][CH:20]=[C:19]([Cl:23])[C:18]=3[F:24])[C:15]([C:27]3[CH:32]=[CH:31][C:30]([Cl:33])=[CH:29][C:28]=3[F:34])([C:25]#[N:26])[CH:14]([CH2:35][C:36]([CH3:43])([CH3:42])[CH2:37][CH2:38][NH2:39])[NH:13]2)=[O:11])[CH2:4][O:3]1. (7) Given the reactants [NH2:1][CH:2]([C:5]1([N:10]([CH3:12])[CH3:11])[CH2:9][CH2:8][CH2:7][CH2:6]1)[CH2:3][CH3:4].[Cl:13][C:14]1[C:22]([C:23]([F:26])([F:25])[F:24])=[CH:21][CH:20]=[CH:19][C:15]=1[C:16](Cl)=[O:17].C(N(CC)CC)C, predict the reaction product. The product is: [Cl:13][C:14]1[C:22]([C:23]([F:24])([F:25])[F:26])=[CH:21][CH:20]=[CH:19][C:15]=1[C:16]([NH:1][CH:2]([C:5]1([N:10]([CH3:12])[CH3:11])[CH2:9][CH2:8][CH2:7][CH2:6]1)[CH2:3][CH3:4])=[O:17].